Dataset: Peptide-MHC class II binding affinity with 134,281 pairs from IEDB. Task: Regression. Given a peptide amino acid sequence and an MHC pseudo amino acid sequence, predict their binding affinity value. This is MHC class II binding data. (1) The peptide sequence is FTDASTVASAQIH. The MHC is DRB1_1501 with pseudo-sequence DRB1_1501. The binding affinity (normalized) is 0. (2) The peptide sequence is ILKGVINIWGSGLLQ. The MHC is H-2-IAb with pseudo-sequence H-2-IAb. The binding affinity (normalized) is 0.178. (3) The peptide sequence is WSIHGKGEWMTTEDM. The MHC is DRB1_0301 with pseudo-sequence DRB1_0301. The binding affinity (normalized) is 0.198. (4) The binding affinity (normalized) is 0. The MHC is DRB5_0101 with pseudo-sequence DRB5_0101. The peptide sequence is ERFALNPSLLETTEGCQQI. (5) The peptide sequence is PIVKDASIQVVSAIR. The MHC is DRB1_0901 with pseudo-sequence DRB1_0901. The binding affinity (normalized) is 0.531. (6) The peptide sequence is CCPLVCGKAIQFIDRRTQVR. The MHC is DRB1_0401 with pseudo-sequence DRB1_0401. The binding affinity (normalized) is 0.0802. (7) The peptide sequence is AAYKDSHHPARTA. The MHC is HLA-DPA10103-DPB10401 with pseudo-sequence HLA-DPA10103-DPB10401. The binding affinity (normalized) is 0.0244. (8) The binding affinity (normalized) is 0.536. The MHC is DRB1_1501 with pseudo-sequence DRB1_1501. The peptide sequence is SEAVLRGQALLVNSS. (9) The peptide sequence is ENGEWAIDFCPGVIRRHHG. The MHC is HLA-DQA10301-DQB10302 with pseudo-sequence HLA-DQA10301-DQB10302. The binding affinity (normalized) is 0.307.